From a dataset of Forward reaction prediction with 1.9M reactions from USPTO patents (1976-2016). Predict the product of the given reaction. (1) Given the reactants [CH2:1]([O:8][C@@H:9]1[C@@H:16]([O:17][CH2:18][C:19]2[CH:24]=[CH:23][CH:22]=[CH:21][CH:20]=2)[C@H:15]([CH2:25][O:26][CH2:27][C:28]2[CH:33]=[CH:32][CH:31]=[CH:30][CH:29]=2)[O:14][C@@H:11]([O:12][CH3:13])[C@@H:10]1[OH:34])[C:2]1[CH:7]=[CH:6][CH:5]=[CH:4][CH:3]=1.N1C=CC=CC=1.[F:41][C:42]([F:55])([F:54])[S:43](O[S:43]([C:42]([F:55])([F:54])[F:41])(=[O:45])=[O:44])(=[O:45])=[O:44].C([O-])(O)=O.[Na+], predict the reaction product. The product is: [CH2:1]([O:8][C@@H:9]1[C@@H:16]([O:17][CH2:18][C:19]2[CH:20]=[CH:21][CH:22]=[CH:23][CH:24]=2)[C@H:15]([CH2:25][O:26][CH2:27][C:28]2[CH:29]=[CH:30][CH:31]=[CH:32][CH:33]=2)[O:14][C@@H:11]([O:12][CH3:13])[C@@H:10]1[O:34][S:43]([C:42]([F:55])([F:54])[F:41])(=[O:45])=[O:44])[C:2]1[CH:7]=[CH:6][CH:5]=[CH:4][CH:3]=1. (2) Given the reactants Cl.[N+:2]([C:5]1[CH:12]=[CH:11][C:8]([CH2:9][NH2:10])=[CH:7][CH:6]=1)([O-:4])=[O:3].[CH:13]1([S:16](Cl)(=[O:18])=[O:17])[CH2:15][CH2:14]1.C(N(CC)CC)C, predict the reaction product. The product is: [CH:13]1([S:16]([NH:10][CH2:9][C:8]2[CH:7]=[CH:6][C:5]([N+:2]([O-:4])=[O:3])=[CH:12][CH:11]=2)(=[O:18])=[O:17])[CH2:15][CH2:14]1.